This data is from NCI-60 drug combinations with 297,098 pairs across 59 cell lines. The task is: Regression. Given two drug SMILES strings and cell line genomic features, predict the synergy score measuring deviation from expected non-interaction effect. (1) Cell line: HS 578T. Drug 2: CC1C(C(CC(O1)OC2CC(CC3=C2C(=C4C(=C3O)C(=O)C5=C(C4=O)C(=CC=C5)OC)O)(C(=O)C)O)N)O.Cl. Drug 1: CC12CCC3C(C1CCC2=O)CC(=C)C4=CC(=O)C=CC34C. Synergy scores: CSS=57.7, Synergy_ZIP=-1.35, Synergy_Bliss=4.13, Synergy_Loewe=4.24, Synergy_HSA=4.48. (2) Drug 1: CNC(=O)C1=CC=CC=C1SC2=CC3=C(C=C2)C(=NN3)C=CC4=CC=CC=N4. Drug 2: C1=CC=C(C(=C1)C(C2=CC=C(C=C2)Cl)C(Cl)Cl)Cl. Cell line: PC-3. Synergy scores: CSS=9.09, Synergy_ZIP=2.03, Synergy_Bliss=5.47, Synergy_Loewe=3.39, Synergy_HSA=3.11. (3) Drug 1: C1CCC(CC1)NC(=O)N(CCCl)N=O. Drug 2: CC1=CC2C(CCC3(C2CCC3(C(=O)C)OC(=O)C)C)C4(C1=CC(=O)CC4)C. Cell line: MCF7. Synergy scores: CSS=20.0, Synergy_ZIP=4.02, Synergy_Bliss=9.65, Synergy_Loewe=-4.34, Synergy_HSA=-0.499. (4) Drug 1: CCC1(CC2CC(C3=C(CCN(C2)C1)C4=CC=CC=C4N3)(C5=C(C=C6C(=C5)C78CCN9C7C(C=CC9)(C(C(C8N6C)(C(=O)OC)O)OC(=O)C)CC)OC)C(=O)OC)O.OS(=O)(=O)O. Drug 2: COC1=NC(=NC2=C1N=CN2C3C(C(C(O3)CO)O)O)N. Cell line: A498. Synergy scores: CSS=-0.489, Synergy_ZIP=1.44, Synergy_Bliss=2.42, Synergy_Loewe=0.299, Synergy_HSA=0.287.